This data is from HIV replication inhibition screening data with 41,000+ compounds from the AIDS Antiviral Screen. The task is: Binary Classification. Given a drug SMILES string, predict its activity (active/inactive) in a high-throughput screening assay against a specified biological target. (1) The drug is Cn1c(=O)c2c(nc3n2C(CCl)CO3)n(C)c1=O. The result is 0 (inactive). (2) The compound is O=C(Nc1ccc(F)c(Cl)c1)Nc1cc(Cl)ccc1SSc1ccc(Cl)cc1NC(=O)Nc1ccc(F)c(Cl)c1. The result is 0 (inactive). (3) The drug is CCOC(=O)c1c(NNc2ccccc2)nc2ccccc2c1-c1ccccc1. The result is 0 (inactive). (4) The drug is c1ccc(-c2nnc(-c3ccccc3)c3nonc23)cc1. The result is 0 (inactive). (5) The drug is CN1NC2=NCCCN2C1=O. The result is 0 (inactive). (6) The molecule is COC(=O)Nc1cn2c(n1)sc1ccccc12. The result is 0 (inactive). (7) The compound is Brc1cccc[n+]1Cc1cccc(C[n+]2ccccc2Br)c1. The result is 0 (inactive). (8) The compound is CC(=O)OCC1OC(SC2=NC(=Cc3ccc(Br)s3)C(=O)N2CN2CCOCC2)C(OC(C)=O)C(OC(C)=O)C1OC(C)=O. The result is 0 (inactive). (9) The compound is C1=CSSC=CSS1. The result is 0 (inactive). (10) The drug is COC(=S)NP(=O)(NC(=S)OC)NC(=S)OC. The result is 0 (inactive).